Dataset: Forward reaction prediction with 1.9M reactions from USPTO patents (1976-2016). Task: Predict the product of the given reaction. (1) Given the reactants Cl[S:2]([CH2:5][CH2:6][CH2:7][NH:8][C:9](=[O:11])[CH3:10])(=[O:4])=[O:3].C(N(CC)CC)C.[CH3:19][C:20]([CH3:34])([CH:23]([O:26][CH2:27][C:28]1[CH:33]=[CH:32][CH:31]=[CH:30][CH:29]=1)[CH:24]=[CH2:25])[CH2:21][OH:22], predict the reaction product. The product is: [C:9]([NH:8][CH2:7][CH2:6][CH2:5][S:2]([O:22][CH2:21][C:20]([CH3:34])([CH3:19])[CH:23]([O:26][CH2:27][C:28]1[CH:33]=[CH:32][CH:31]=[CH:30][CH:29]=1)[CH:24]=[CH2:25])(=[O:4])=[O:3])(=[O:11])[CH3:10]. (2) Given the reactants [C:1]([O:4][CH2:5][CH:6]1[N:15]2[CH:10]([CH2:11][C:12](=[O:21])[C:13]([C:16]([O:18][CH2:19][CH3:20])=[O:17])=[CH:14]2)[C:9]2[CH:22]=[C:23]([O:29][CH2:30][CH3:31])[C:24]([O:26][CH2:27][CH3:28])=[CH:25][C:8]=2[CH2:7]1)(=[O:3])[CH3:2].C1(Cl)C(=O)C(Cl)=C(Cl)C(=O)C=1Cl, predict the reaction product. The product is: [C:1]([O:4][CH2:5][CH:6]1[N:15]2[C:10](=[CH:11][C:12](=[O:21])[C:13]([C:16]([O:18][CH2:19][CH3:20])=[O:17])=[CH:14]2)[C:9]2[CH:22]=[C:23]([O:29][CH2:30][CH3:31])[C:24]([O:26][CH2:27][CH3:28])=[CH:25][C:8]=2[CH2:7]1)(=[O:3])[CH3:2]. (3) Given the reactants [H-].[Na+].[NH2:3][C:4]1[CH:14]=[CH:13][C:12]([S:15]([C:18]2[CH:23]=[CH:22][C:21]([CH2:24][CH2:25][N:26]([C:43]([O:45][C:46]([CH3:49])([CH3:48])[CH3:47])=[O:44])[CH2:27][C@@H:28]([C:36]3[CH:41]=[CH:40][CH:39]=[C:38]([Cl:42])[CH:37]=3)[O:29][CH:30]3[CH2:35][CH2:34][CH2:33][CH2:32][O:31]3)=[CH:20][CH:19]=2)(=[O:17])=[O:16])=[CH:11][C:5]=1[C:6]([O:8][CH2:9][CH3:10])=[O:7].I[CH3:51].O, predict the reaction product. The product is: [C:46]([O:45][C:43]([N:26]([CH2:27][C@@H:28]([C:36]1[CH:41]=[CH:40][CH:39]=[C:38]([Cl:42])[CH:37]=1)[O:29][CH:30]1[CH2:35][CH2:34][CH2:33][CH2:32][O:31]1)[CH2:25][CH2:24][C:21]1[CH:20]=[CH:19][C:18]([S:15]([C:12]2[CH:13]=[CH:14][C:4]([NH:3][CH3:51])=[C:5]([CH:11]=2)[C:6]([O:8][CH2:9][CH3:10])=[O:7])(=[O:17])=[O:16])=[CH:23][CH:22]=1)=[O:44])([CH3:48])([CH3:47])[CH3:49]. (4) Given the reactants [F:1][CH2:2][C:3]([CH2:9][F:10])([CH3:8])[C:4](OC)=[O:5].[H-].[Na+].[CH3:13][C:14]#[N:15], predict the reaction product. The product is: [F:1][CH2:2][C:3]([CH2:9][F:10])([CH3:8])[C:4](=[O:5])[CH2:13][C:14]#[N:15]. (5) Given the reactants [Cl:1][C:2]1[C:5](=[O:6])[C:4]2([CH2:11][CH2:10][CH2:9][CH2:8][CH2:7]2)[C:3]=1[NH:12][C@@H:13]([CH2:19][C:20]1[CH:25]=[CH:24][C:23]([NH:26][C:27](=[O:36])[C:28]2[C:33]([Cl:34])=[CH:32][N:31]=[CH:30][C:29]=2[Cl:35])=[CH:22][CH:21]=1)[C:14]([O:16]CC)=[O:15].[OH-].[Li+], predict the reaction product. The product is: [Cl:1][C:2]1[C:5](=[O:6])[C:4]2([CH2:7][CH2:8][CH2:9][CH2:10][CH2:11]2)[C:3]=1[NH:12][C@@H:13]([CH2:19][C:20]1[CH:21]=[CH:22][C:23]([NH:26][C:27](=[O:36])[C:28]2[C:29]([Cl:35])=[CH:30][N:31]=[CH:32][C:33]=2[Cl:34])=[CH:24][CH:25]=1)[C:14]([OH:16])=[O:15]. (6) The product is: [Br:23][C:21]1[CH:20]=[CH:19][C:18]([O:24][CH2:25][C:26]2[CH:31]=[CH:30][C:29]([Cl:32])=[C:28]([Cl:33])[CH:27]=2)=[C:17]([C:12]2[N:11]([C:9]3[CH:8]=[N:7][CH:6]=[C:5]([CH:10]=3)[C:4]([OH:34])=[O:3])[C:15]([CH3:16])=[CH:14][CH:13]=2)[CH:22]=1. Given the reactants C([O:3][C:4](=[O:34])[C:5]1[CH:10]=[C:9]([N:11]2[C:15]([CH3:16])=[CH:14][CH:13]=[C:12]2[C:17]2[CH:22]=[C:21]([Br:23])[CH:20]=[CH:19][C:18]=2[O:24][CH2:25][C:26]2[CH:31]=[CH:30][C:29]([Cl:32])=[C:28]([Cl:33])[CH:27]=2)[CH:8]=[N:7][CH:6]=1)C.[OH-].[Na+].CCO, predict the reaction product.